From a dataset of Forward reaction prediction with 1.9M reactions from USPTO patents (1976-2016). Predict the product of the given reaction. (1) Given the reactants Br[C:2]1[C:3]([NH:10][C:11](=O)[C:12]([F:15])([F:14])[F:13])=[N:4][CH:5]=[C:6]([C:8]#[N:9])[CH:7]=1.[C:17]([O:23][C:24]([CH3:27])([CH3:26])[CH3:25])(=[O:22])[CH2:18]C(C)=O.N1CCC[C@H]1C(O)=O.C(=O)([O-])[O-].[Cs+].[Cs+], predict the reaction product. The product is: [C:8]([C:6]1[CH:7]=[C:2]2[C:18]([C:17]([O:23][C:24]([CH3:27])([CH3:26])[CH3:25])=[O:22])=[C:11]([C:12]([F:15])([F:14])[F:13])[NH:10][C:3]2=[N:4][CH:5]=1)#[N:9]. (2) Given the reactants C(=O)([O-])[O-].[K+].[K+].Br[CH2:8][C:9]1[CH:14]=[C:13]([O:15][CH2:16][CH3:17])[C:12]([C:18]2[CH:23]=[CH:22][C:21]([F:24])=[CH:20][CH:19]=2)=[C:11]([O:25][CH2:26][CH3:27])[CH:10]=1.[CH3:28][C:29]1([CH3:49])[C:32]2([CH2:36][C:35]([N:37]3[CH2:42][CH2:41][C:40]([CH3:48])([C:43]([O:45][CH2:46][CH3:47])=[O:44])[CH2:39][CH2:38]3)=[N:34][O:33]2)[CH2:31][NH:30]1.CN(C=O)C, predict the reaction product. The product is: [CH2:16]([O:15][C:13]1[CH:14]=[C:9]([CH2:8][N:30]2[CH2:31][C:32]3([CH2:36][C:35]([N:37]4[CH2:42][CH2:41][C:40]([CH3:48])([C:43]([O:45][CH2:46][CH3:47])=[O:44])[CH2:39][CH2:38]4)=[N:34][O:33]3)[C:29]2([CH3:28])[CH3:49])[CH:10]=[C:11]([O:25][CH2:26][CH3:27])[C:12]=1[C:18]1[CH:23]=[CH:22][C:21]([F:24])=[CH:20][CH:19]=1)[CH3:17]. (3) Given the reactants S(=O)(=O)(O)O.[NH2:6][C:7]1[NH:12][C:11](=[O:13])[CH:10]=[CH:9][N:8]=1.[N+:14]([O-])([OH:16])=[O:15], predict the reaction product. The product is: [NH2:6][C:7]1[NH:12][C:11](=[O:13])[C:10]([N+:14]([O-:16])=[O:15])=[CH:9][N:8]=1. (4) Given the reactants [NH2:1][C:2]1[CH:7]=[C:6]([Cl:8])[N:5]=[C:4](Cl)[N:3]=1.[O:10]1[CH2:15][CH2:14][N:13]([C:16]2[CH:22]=[CH:21][C:19]([NH2:20])=[CH:18][CH:17]=2)[CH2:12][CH2:11]1, predict the reaction product. The product is: [Cl:8][C:6]1[N:5]=[C:4]([NH:20][C:19]2[CH:18]=[CH:17][C:16]([N:13]3[CH2:14][CH2:15][O:10][CH2:11][CH2:12]3)=[CH:22][CH:21]=2)[N:3]=[C:2]([NH2:1])[CH:7]=1. (5) Given the reactants C([O:3][C:4](=[O:26])[C:5]([NH:8][C:9]([NH:11][C:12]1[CH:17]=[C:16]([C:18]2[CH:23]=[CH:22][CH:21]=[CH:20][C:19]=2[O:24][CH3:25])[N:15]=[CH:14][N:13]=1)=[O:10])([CH3:7])[CH3:6])C.[Li+].[OH-], predict the reaction product. The product is: [CH3:25][O:24][C:19]1[CH:20]=[CH:21][CH:22]=[CH:23][C:18]=1[C:16]1[N:15]=[CH:14][N:13]=[C:12]([NH:11][C:9](=[O:10])[NH:8][C:5]([CH3:6])([CH3:7])[C:4]([OH:26])=[O:3])[CH:17]=1.